Task: Regression. Given two drug SMILES strings and cell line genomic features, predict the synergy score measuring deviation from expected non-interaction effect.. Dataset: NCI-60 drug combinations with 297,098 pairs across 59 cell lines (1) Drug 1: COC1=CC(=CC(=C1O)OC)C2C3C(COC3=O)C(C4=CC5=C(C=C24)OCO5)OC6C(C(C7C(O6)COC(O7)C8=CC=CS8)O)O. Drug 2: C1=NC2=C(N1)C(=S)N=C(N2)N. Cell line: NCI/ADR-RES. Synergy scores: CSS=28.0, Synergy_ZIP=-0.895, Synergy_Bliss=-2.75, Synergy_Loewe=-7.52, Synergy_HSA=-2.83. (2) Synergy scores: CSS=-0.548, Synergy_ZIP=2.83, Synergy_Bliss=2.49, Synergy_Loewe=-0.708, Synergy_HSA=-0.233. Cell line: SK-MEL-2. Drug 1: C1=CC=C(C(=C1)C(C2=CC=C(C=C2)Cl)C(Cl)Cl)Cl. Drug 2: CC12CCC3C(C1CCC2O)C(CC4=C3C=CC(=C4)O)CCCCCCCCCS(=O)CCCC(C(F)(F)F)(F)F. (3) Drug 1: CC1OCC2C(O1)C(C(C(O2)OC3C4COC(=O)C4C(C5=CC6=C(C=C35)OCO6)C7=CC(=C(C(=C7)OC)O)OC)O)O. Drug 2: C#CCC(CC1=CN=C2C(=N1)C(=NC(=N2)N)N)C3=CC=C(C=C3)C(=O)NC(CCC(=O)O)C(=O)O. Cell line: MCF7. Synergy scores: CSS=28.7, Synergy_ZIP=-3.21, Synergy_Bliss=-0.120, Synergy_Loewe=0.588, Synergy_HSA=0.593. (4) Drug 1: C1=C(C(=O)NC(=O)N1)F. Drug 2: C1C(C(OC1N2C=NC3=C(N=C(N=C32)Cl)N)CO)O. Cell line: MDA-MB-435. Synergy scores: CSS=32.1, Synergy_ZIP=6.63, Synergy_Bliss=7.47, Synergy_Loewe=6.23, Synergy_HSA=6.47.